This data is from Forward reaction prediction with 1.9M reactions from USPTO patents (1976-2016). The task is: Predict the product of the given reaction. (1) Given the reactants [Cl:1][C:2]1[CH:7]=[CH:6][C:5]([NH:8][C:9]2[NH:10][C:11]([C:14]3[CH:15]=[C:16]([OH:20])[CH:17]=[CH:18][CH:19]=3)=[N:12][N:13]=2)=[CH:4][C:3]=1[C:21]([F:24])([F:23])[F:22].C[Si]([N-][Si](C)(C)C)(C)C.[K+].[NH2:35][C:36]1[N:37]=[N:38][C:39](Cl)=[CH:40][CH:41]=1.[C:43]([O-:46])([O-])=[O:44].[K+].[K+], predict the reaction product. The product is: [F:22][C:21]([F:24])([F:23])[C:43]([OH:46])=[O:44].[Cl:1][C:2]1[CH:7]=[CH:6][C:5]([NH:8][C:9]2[NH:10][C:11]([C:14]3[CH:15]=[C:16]([CH:17]=[CH:18][CH:19]=3)[O:20][C:39]3[N:38]=[N:37][C:36]([NH2:35])=[CH:41][CH:40]=3)=[N:12][N:13]=2)=[CH:4][C:3]=1[C:21]([F:22])([F:23])[F:24]. (2) Given the reactants [CH2:1]([S:3]([N:6]1[CH2:11][CH2:10][CH:9]([C:12]2[C:20]3[C:15](=[C:16]([C:28]([NH2:30])=[O:29])[CH:17]=[C:18]([C:21]4[CH:25]=[C:24]([CH:26]=O)[S:23][CH:22]=4)[CH:19]=3)[NH:14][CH:13]=2)[CH2:8][CH2:7]1)(=[O:5])=[O:4])[CH3:2].[F:31][C:32]([F:39])([F:38])[C@@H:33]1[CH2:37][CH2:36][CH2:35][NH:34]1.[BH4-].[Na+].[CH3:42][OH:43], predict the reaction product. The product is: [F:31][C:32]([F:39])([F:38])[C:42]([OH:4])=[O:43].[CH2:1]([S:3]([N:6]1[CH2:11][CH2:10][CH:9]([C:12]2[C:20]3[C:15](=[C:16]([C:28]([NH2:30])=[O:29])[CH:17]=[C:18]([C:21]4[CH:25]=[C:24]([CH2:26][N:34]5[CH2:35][CH2:36][CH2:37][C@H:33]5[C:32]([F:39])([F:38])[F:31])[S:23][CH:22]=4)[CH:19]=3)[NH:14][CH:13]=2)[CH2:8][CH2:7]1)(=[O:4])=[O:5])[CH3:2]. (3) Given the reactants [CH:1]1([CH2:4][O:5][C:6]2[N:11]=[C:10]([C:12]([OH:14])=O)[CH:9]=[CH:8][C:7]=2[CH3:15])[CH2:3][CH2:2]1.[NH2:16][C@@H:17]([CH2:21][CH:22]1[CH2:24][CH2:23]1)[C:18]([NH2:20])=[O:19], predict the reaction product. The product is: [C:18]([C@@H:17]([NH:16][C:12]([C:10]1[CH:9]=[CH:8][C:7]([CH3:15])=[C:6]([O:5][CH2:4][CH:1]2[CH2:2][CH2:3]2)[N:11]=1)=[O:14])[CH2:21][CH:22]1[CH2:24][CH2:23]1)(=[O:19])[NH2:20]. (4) Given the reactants C1(P(=O)(C2C=CC=CC=2)C2C=CC=CC=2)C=CC=CC=1.FC(F)(F)S(OS(C(F)(F)F)(=O)=O)(=O)=O.C([S:43][C:44]([CH3:71])([CH2:68][CH2:69][OH:70])[CH2:45][NH:46][C:47]([C:49]1[NH:50][C:51]2[C:56]([CH:57]=1)=[CH:55][CH:54]=[CH:53][C:52]=2[N:58]([CH3:67])[S:59]([C:62]1[S:63][CH:64]=[CH:65][CH:66]=1)(=[O:61])=[O:60])=O)C1C=CC=CC=1.C(=O)([O-])O.[Na+], predict the reaction product. The product is: [OH:70][CH2:69][CH2:68][C:44]1([CH3:71])[S:43][C:47]([C:49]2[NH:50][C:51]3[C:56]([CH:57]=2)=[CH:55][CH:54]=[CH:53][C:52]=3[N:58]([CH3:67])[S:59]([C:62]2[S:63][CH:64]=[CH:65][CH:66]=2)(=[O:61])=[O:60])=[N:46][CH2:45]1. (5) Given the reactants [C:1]([O:5][C:6]([C@@:8]12[CH2:15][CH:14](O)[CH2:13][C@@H:12]1[C:11](=[O:17])[N:10]([C@@H:18]([C:20]1[CH:25]=[CH:24][CH:23]=[CH:22][CH:21]=1)[CH3:19])[CH2:9]2)=[O:7])([CH3:4])([CH3:3])[CH3:2].COCCN(S(F)(F)[F:36])CCOC, predict the reaction product. The product is: [C:1]([O:5][C:6]([C@:8]12[CH2:15][CH:14]([F:36])[CH2:13][C@H:12]1[C:11](=[O:17])[N:10]([C@@H:18]([C:20]1[CH:25]=[CH:24][CH:23]=[CH:22][CH:21]=1)[CH3:19])[CH2:9]2)=[O:7])([CH3:4])([CH3:3])[CH3:2]. (6) The product is: [N:18]1([CH2:17][C:15]2[CH:16]=[C:11]([C:1]3[CH:6]=[CH:5][CH:4]=[CH:3][CH:2]=3)[C:12]([C:1]3[CH:6]=[CH:5][CH:4]=[CH:3][CH:2]=3)=[N:13][CH:14]=2)[CH:22]=[CH:21][N:20]=[CH:19]1. Given the reactants [C:1]1(B(O)O)[CH:6]=[CH:5][CH:4]=[CH:3][CH:2]=1.Br[C:11]1[C:12](Cl)=[N:13][CH:14]=[C:15]([CH2:17][N:18]2[CH:22]=[CH:21][N:20]=[CH:19]2)[CH:16]=1, predict the reaction product. (7) Given the reactants CCN(C(C)C)C(C)C.[CH3:10][O:11][C:12]1[CH:17]=[CH:16][CH:15]=[CH:14][C:13]=1[C:18]1[NH:22][N:21]=[C:20]([C:23]([OH:25])=O)[CH:19]=1.C1C=CC2N(O)N=NC=2C=1.CCN=C=NCCCN(C)C.Cl.[NH2:48][CH2:49][C:50]([N:52]1[CH2:57][CH2:56][N:55]([C:58](=[O:70])[C:59]2[CH:64]=[C:63]([F:65])[CH:62]=[CH:61][C:60]=2[C:66]([F:69])([F:68])[F:67])[CH2:54][CH2:53]1)=[O:51], predict the reaction product. The product is: [F:65][C:63]1[CH:62]=[CH:61][C:60]([C:66]([F:68])([F:67])[F:69])=[C:59]([CH:64]=1)[C:58]([N:55]1[CH2:56][CH2:57][N:52]([C:50](=[O:51])[CH2:49][NH:48][C:23]([C:20]2[CH:19]=[C:18]([C:13]3[CH:14]=[CH:15][CH:16]=[CH:17][C:12]=3[O:11][CH3:10])[NH:22][N:21]=2)=[O:25])[CH2:53][CH2:54]1)=[O:70]. (8) Given the reactants [C:1]([N:8]1[CH2:13][CH2:12][CH2:11][CH2:10][CH2:9]1)([O:3][C:4]([CH3:7])([CH3:6])[CH3:5])=[O:2].CC(C)([O-:17])C.[K+].Br[CH2:21][C:22]1[C:23]([C:30]2[CH:35]=[CH:34][CH:33]=[CH:32][C:31]=2[O:36][C:37]([F:40])([F:39])[F:38])=[N:24][O:25][C:26]=1[CH:27]1[CH2:29][CH2:28]1, predict the reaction product. The product is: [CH:27]1([C:26]2[O:25][N:24]=[C:23]([C:30]3[CH:35]=[CH:34][CH:33]=[CH:32][C:31]=3[O:36][C:37]([F:40])([F:39])[F:38])[C:22]=2[CH2:21][O:17][CH:11]2[CH2:10][CH2:9][N:8]([C:1]([O:3][C:4]([CH3:7])([CH3:6])[CH3:5])=[O:2])[CH2:13][CH2:12]2)[CH2:29][CH2:28]1. (9) Given the reactants [Al+3].[Cl-].[Cl-].[Cl-].Cl[C:6](=[O:12])[C:7]([O:9][CH2:10][CH3:11])=[O:8].[C:13]1([S:19][CH:20]2[CH2:22][CH2:21]2)[CH:18]=[CH:17][CH:16]=[CH:15][CH:14]=1, predict the reaction product. The product is: [CH:20]1([S:19][C:13]2[CH:18]=[CH:17][C:16]([C:6](=[O:12])[C:7]([O:9][CH2:10][CH3:11])=[O:8])=[CH:15][CH:14]=2)[CH2:22][CH2:21]1. (10) Given the reactants [N:1]1([CH2:8][CH2:9][N:10]2[CH2:15][CH2:14][CH:13]([NH:16][C:17]([C:19]3[NH:20][C:21]4[C:26]([CH:27]=3)=[C:25]([C:28]3[CH:33]=[CH:32][CH:31]=[CH:30][CH:29]=3)[CH:24]=[CH:23][CH:22]=4)=[O:18])[CH2:12][CH2:11]2)[CH2:7][CH2:6][CH2:5][CH2:4][CH2:3][CH2:2]1.[O:34]1C2C=CC(B(O)O)=CC=2[O:36][CH2:35]1, predict the reaction product. The product is: [N:1]1([CH2:8][CH2:9][N:10]2[CH2:11][CH2:12][CH:13]([NH:16][C:17]([C:19]3[NH:20][C:21]4[C:26]([CH:27]=3)=[C:25]([C:28]3[CH:29]=[CH:30][C:31]5[O:34][CH2:35][O:36][C:32]=5[CH:33]=3)[CH:24]=[CH:23][CH:22]=4)=[O:18])[CH2:14][CH2:15]2)[CH2:2][CH2:3][CH2:4][CH2:5][CH2:6][CH2:7]1.